Dataset: Catalyst prediction with 721,799 reactions and 888 catalyst types from USPTO. Task: Predict which catalyst facilitates the given reaction. Reactant: C1(P(C2C=CC=CC=2)C2C=CC3C(=CC=CC=3)C=2C2C3C(=CC=CC=3)C=CC=2P(C2C=CC=CC=2)C2C=CC=CC=2)C=CC=CC=1.Br[C:48]1[CH:53]=[C:52]([N+:54]([O-:56])=[O:55])[CH:51]=[CH:50][C:49]=1[CH3:57].[N:58]1([C:64]([O:66][C:67]([CH3:70])([CH3:69])[CH3:68])=[O:65])[CH2:63][CH2:62][NH:61][CH2:60][CH2:59]1.CC(C)([O-])C.[Na+]. Product: [C:67]([O:66][C:64]([N:58]1[CH2:63][CH2:62][N:61]([C:48]2[CH:53]=[C:52]([N+:54]([O-:56])=[O:55])[CH:51]=[CH:50][C:49]=2[CH3:57])[CH2:60][CH2:59]1)=[O:65])([CH3:70])([CH3:68])[CH3:69]. The catalyst class is: 164.